This data is from Catalyst prediction with 721,799 reactions and 888 catalyst types from USPTO. The task is: Predict which catalyst facilitates the given reaction. (1) Reactant: ClN1C(=O)CCC1=O.[CH3:9][S:10][CH3:11].[CH:12]([O:15][C:16]1[CH:21]=[CH:20][C:19]([C:22]([N:24]2[CH2:41][CH2:40][C:27]3([C:32]4=[CH:33][CH:34]=C[N:31]4[C:30]4[CH:36]=[CH:37][CH:38]=[CH:39][C:29]=4[O:28]3)[CH2:26][CH2:25]2)=[O:23])=[CH:18][C:17]=1[CH3:42])([CH3:14])[CH3:13]. Product: [CH:12]([O:15][C:16]1[CH:21]=[CH:20][C:19]([C:22]([N:24]2[CH2:41][CH2:40][C:27]3([O:28][C:29]4[CH:39]=[CH:38][CH:37]=[CH:36][C:30]=4[N:31]4[C:9]([S:10][CH3:11])=[CH:34][CH:33]=[C:32]34)[CH2:26][CH2:25]2)=[O:23])=[CH:18][C:17]=1[CH3:42])([CH3:14])[CH3:13]. The catalyst class is: 426. (2) Reactant: [C:1]([O:5][C:6]([NH:8][CH2:9][C:10]([N:12]1[CH:21]([CH2:22][C:23]([O:25]C)=[O:24])[C:20]2[N:19]=[CH:18][CH:17]=[C:16]([Cl:27])[C:15]=2[CH2:14][CH2:13]1)=[O:11])=[O:7])([CH3:4])([CH3:3])[CH3:2].[OH-].[Na+:29]. Product: [C:1]([O:5][C:6]([NH:8][CH2:9][C:10]([N:12]1[CH:21]([CH2:22][C:23]([O-:25])=[O:24])[C:20]2[N:19]=[CH:18][CH:17]=[C:16]([Cl:27])[C:15]=2[CH2:14][CH2:13]1)=[O:11])=[O:7])([CH3:4])([CH3:2])[CH3:3].[Na+:29]. The catalyst class is: 5.